Dataset: TCR-epitope binding with 47,182 pairs between 192 epitopes and 23,139 TCRs. Task: Binary Classification. Given a T-cell receptor sequence (or CDR3 region) and an epitope sequence, predict whether binding occurs between them. (1) The epitope is LLLGIGILV. The TCR CDR3 sequence is CASSEGRLGRDSPLHF. Result: 0 (the TCR does not bind to the epitope). (2) The epitope is ARMILMTHF. The TCR CDR3 sequence is CASSQDPSASGYSYEQYF. Result: 0 (the TCR does not bind to the epitope). (3) Result: 1 (the TCR binds to the epitope). The epitope is NLSALGIFST. The TCR CDR3 sequence is CASSLLGGYTF. (4) The epitope is ISDYDYYRY. The TCR CDR3 sequence is CASSLGLSSSGNTIYF. Result: 0 (the TCR does not bind to the epitope). (5) The epitope is GLCTLVAML. The TCR CDR3 sequence is CASSVAQLAGGTDTQYF. Result: 1 (the TCR binds to the epitope). (6) The epitope is PKYVKQNTLKLAT. The TCR CDR3 sequence is CASSSATGSDNYNTEAFF. Result: 1 (the TCR binds to the epitope). (7) The epitope is LPPAYTNSF. The TCR CDR3 sequence is CASSLARDANTEAFF. Result: 1 (the TCR binds to the epitope). (8) The epitope is YFPLQSYGF. The TCR CDR3 sequence is CASSLGQTLYYGYTF. Result: 1 (the TCR binds to the epitope). (9) The epitope is RAKFKQLL. The TCR CDR3 sequence is CASSWGGGSHYGYTF. Result: 1 (the TCR binds to the epitope). (10) The epitope is ATDALMTGY. The TCR CDR3 sequence is CASSLKSLAGNEQFF. Result: 0 (the TCR does not bind to the epitope).